This data is from Reaction yield outcomes from USPTO patents with 853,638 reactions. The task is: Predict the reaction yield, written as a fraction of the theoretical maximum amount of product (1.0 means a 100% yield; for example, 0.34 means a 34% yield). (1) The reactants are [Cl:1][C:2]1[CH:8]=[CH:7][C:5]([OH:6])=[CH:4][C:3]=1[OH:9].[CH2:10]([CH:17](C(C)=O)[C:18](OCC)=[O:19])C1C=CC=CC=1. The catalyst is OS(O)(=O)=O. The product is [Cl:1][C:2]1[CH:8]=[C:7]2[C:5](=[CH:4][C:3]=1[OH:9])[O:6][C:18](=[O:19])[CH:17]=[CH:10]2. The yield is 0.687. (2) The reactants are [Br:1][C:2]1[CH:10]=[C:9]2[C:5]([CH2:6][CH2:7][C:8]2=O)=[CH:4][CH:3]=1.[CH3:12][NH:13][CH3:14].C(O)(=O)C.C([BH3-])#N.[Na+]. The catalyst is CO. The product is [Br:1][C:2]1[CH:10]=[C:9]2[C:5]([CH2:6][CH2:7][CH:8]2[N:13]([CH3:14])[CH3:12])=[CH:4][CH:3]=1. The yield is 0.800. (3) No catalyst specified. The product is [Cl:16][C:17]1[CH:23]=[CH:22][C:21]([F:24])=[CH:20][C:18]=1[NH:19][C:2]1[N:7]2[N:8]=[CH:9][CH:10]=[C:6]2[N:5]=[CH:4][C:3]=1[C:11]([O:13][CH2:14][CH3:15])=[O:12]. The yield is 0.750. The reactants are O[C:2]1[N:7]2[N:8]=[CH:9][CH:10]=[C:6]2[N:5]=[CH:4][C:3]=1[C:11]([O:13][CH2:14][CH3:15])=[O:12].[Cl:16][C:17]1[CH:23]=[CH:22][C:21]([F:24])=[CH:20][C:18]=1[NH2:19]. (4) The reactants are [O:1]=[S:2]1(=[O:32])[CH2:6][CH2:5][C:4]2[CH:7]=[C:8]([C:11]3[CH:31]=[CH:30][C:14]([O:15][CH2:16][CH:17]4[CH2:22][CH2:21][N:20](C(OC(C)(C)C)=O)[CH2:19][CH2:18]4)=[CH:13][CH:12]=3)[CH:9]=[CH:10][C:3]1=2.[C:33]([OH:39])([C:35]([F:38])([F:37])[F:36])=[O:34]. The catalyst is C(Cl)Cl. The product is [F:36][C:35]([F:38])([F:37])[C:33]([OH:39])=[O:34].[NH:20]1[CH2:21][CH2:22][CH:17]([CH2:16][O:15][C:14]2[CH:13]=[CH:12][C:11]([C:8]3[CH:9]=[CH:10][C:3]4[S:2](=[O:32])(=[O:1])[CH2:6][CH2:5][C:4]=4[CH:7]=3)=[CH:31][CH:30]=2)[CH2:18][CH2:19]1. The yield is 0.930. (5) The reactants are [Cl:1][C:2]1[CH:7]=[CH:6][C:5]([CH2:8][C:9]([OH:11])=O)=[CH:4][CH:3]=1.C(N1C=CN=C1)(N1C=CN=C1)=O.Cl.[NH2:25][CH2:26][C:27]1[CH:28]=[C:29]2[C:34](=[CH:35][CH:36]=1)[N:33]=[C:32]([CH3:37])[N:31]([CH:38]1[CH2:43][CH2:42][C:41](=[O:44])[NH:40][C:39]1=[O:45])[C:30]2=[O:46]. The catalyst is CN(C=O)C. The product is [Cl:1][C:2]1[CH:3]=[CH:4][C:5]([CH2:8][C:9]([NH:25][CH2:26][C:27]2[CH:28]=[C:29]3[C:34](=[CH:35][CH:36]=2)[N:33]=[C:32]([CH3:37])[N:31]([CH:38]2[CH2:43][CH2:42][C:41](=[O:44])[NH:40][C:39]2=[O:45])[C:30]3=[O:46])=[O:11])=[CH:6][CH:7]=1. The yield is 0.700. (6) The reactants are [Cl:1][C:2]1[CH:7]=[CH:6][C:5]([O:8][CH2:9][CH:10]=[CH:11][CH3:12])=[C:4](I)[CH:3]=1.C(=O)([O-])[O-].[Na+].[Na+].C([O-])=O.[Na+].[Cl-].C([NH3+])CCC. The catalyst is C([O-])(=O)C.C([O-])(=O)C.[Pd+2].CN(C=O)C. The product is [Cl:1][C:2]1[CH:7]=[CH:6][C:5]2[O:8][CH:9]=[C:10]([CH2:11][CH3:12])[C:4]=2[CH:3]=1. The yield is 0.600. (7) The reactants are C(O[CH:4](OCC)[CH2:5][NH:6][CH2:7][C:8]1[CH:13]=[CH:12][CH:11]=[C:10]([O:14][CH2:15][CH3:16])[CH:9]=1)C.[CH2:20]([O:22][C:23]1[C:30]([O:31][CH3:32])=[CH:29][C:26]([CH:27]=O)=[CH:25][C:24]=1[O:33][CH3:34])[CH3:21].[ClH:35].C([O-])([O-])=O.[K+].[K+]. The catalyst is CCO.CO. The product is [ClH:35].[CH2:15]([O:14][C:10]1[CH:9]=[C:8]2[C:13]([C:4]([CH2:27][C:26]3[CH:29]=[C:30]([O:31][CH3:32])[C:23]([O:22][CH2:20][CH3:21])=[C:24]([O:33][CH3:34])[CH:25]=3)=[CH:5][N:6]=[CH:7]2)=[CH:12][CH:11]=1)[CH3:16]. The yield is 0.340.